The task is: Regression. Given a peptide amino acid sequence and an MHC pseudo amino acid sequence, predict their binding affinity value. This is MHC class I binding data.. This data is from Peptide-MHC class I binding affinity with 185,985 pairs from IEDB/IMGT. (1) The peptide sequence is YQNELHQAL. The MHC is H-2-Db with pseudo-sequence H-2-Db. The binding affinity (normalized) is 0.148. (2) The peptide sequence is VLAARLKRSA. The MHC is HLA-A02:02 with pseudo-sequence HLA-A02:02. The binding affinity (normalized) is 0.290. (3) The peptide sequence is YICFQIGGY. The MHC is HLA-A68:02 with pseudo-sequence HLA-A68:02. The binding affinity (normalized) is 0.0847. (4) The peptide sequence is YTWNGTQWV. The MHC is HLA-A02:01 with pseudo-sequence HLA-A02:01. The binding affinity (normalized) is 0.750.